From a dataset of Human Reference Interactome with 51,813 positive PPI pairs across 8,248 proteins, plus equal number of experimentally-validated negative pairs. Binary Classification. Given two protein amino acid sequences, predict whether they physically interact or not. Protein 2 (ENSG00000152558) has sequence MGLGARGAWAALLLGTLQVLALLGAAHESAAMAETLQHVPSDHTNETSNSTVKPPTSVASDSSNTTVTTMKPTAASNTTTPGMVSTNMTSTTLKSTPKTTSVSQNTSQISTSTMTVTHNSSVTSAASSVTITTTMHSEAKKGSKFDTGSFVGGIVLTLGVLSILYIGCKMYYSRRGIRYRTIDEHDAII*MGLGARGAWAALLLGTLQVLALLGAAHESAAMAASANIENSGLPHNSSANSTETLQHVPSDHTNETSNSTVKPPTSVASDSSNTTVTTMKPTAASNTTTPGMVSTNMTST.... Result: 0 (the proteins do not interact). Protein 1 (ENSG00000196214) has sequence MAQLRRGHLTFRDVAIEFSQEEWKCLDPVQKALYRDVMLENYRNLVSLGICLPDLSIISMMKQRTEPWTVENEMKVAKNPDRWEGIKDINTGRSCAVRSKAGNKPITNQLGLTFQLPLPELEIFQGEGKIYECNQVQKFISHSSSVSPLQRIYSGVKTHIFNKHRNDFVDFPLLSQEQKAHIRRKPYECNEQGKVFRVSSSLPNHQVIHTADKPNRCHECGKTVRDKSGLAEHWRIRTGEKPYKCKECGKLFNRIAYLARHEKVHTGESPYKCNECGKVFSRITYLVRHQKIHTREKPHK....